From a dataset of Forward reaction prediction with 1.9M reactions from USPTO patents (1976-2016). Predict the product of the given reaction. Given the reactants C(OC([N:8]1[CH2:13][CH2:12][N:11]([C:14]2[CH:19]=[C:18]([NH2:20])[N:17]=[C:16](C=O)[N:15]=2)[CH2:10][CH2:9]1)=O)(C)(C)C.[C:23]([OH:29])([C:25]([F:28])([F:27])[F:26])=[O:24].C(Cl)Cl, predict the reaction product. The product is: [F:26][C:25]([F:28])([F:27])[C:23]([OH:29])=[O:24].[NH2:20][C:18]1[C:19]([CH:23]=[O:24])=[C:14]([N:11]2[CH2:10][CH2:9][NH:8][CH2:13][CH2:12]2)[N:15]=[CH:16][N:17]=1.